From a dataset of Forward reaction prediction with 1.9M reactions from USPTO patents (1976-2016). Predict the product of the given reaction. (1) Given the reactants [Br:1][C:2]1[CH:7]=[CH:6][C:5]([CH2:8]Br)=[CH:4][N:3]=1.[C-:10]#[N:11].[Na+], predict the reaction product. The product is: [Br:1][C:2]1[N:3]=[CH:4][C:5]([CH2:8][C:10]#[N:11])=[CH:6][CH:7]=1. (2) Given the reactants [CH2:1]([CH:3]1[N:12]2[C:7](=[CH:8][C:9](=[O:18])[C:10]([C:13]([O:15][CH2:16][CH3:17])=[O:14])=[CH:11]2)[C:6]2[CH:19]=[C:20]([O:24][CH3:25])[C:21]([OH:23])=[CH:22][C:5]=2[CH2:4]1)[CH3:2].Br[CH2:27][C:28]#[CH:29].C([O-])([O-])=O.[K+].[K+].O, predict the reaction product. The product is: [CH2:1]([CH:3]1[N:12]2[C:7](=[CH:8][C:9](=[O:18])[C:10]([C:13]([O:15][CH2:16][CH3:17])=[O:14])=[CH:11]2)[C:6]2[CH:19]=[C:20]([O:24][CH3:25])[C:21]([O:23][CH2:29][C:28]#[CH:27])=[CH:22][C:5]=2[CH2:4]1)[CH3:2]. (3) Given the reactants [Cl:1][C:2]1[CH:18]=[C:17]([Cl:19])[CH:16]=[CH:15][C:3]=1[CH2:4][NH:5][C:6](=[O:14])[C:7]1[CH:12]=[CH:11][C:10]([OH:13])=[N:9][CH:8]=1.[C:20](=O)([O-])[O-].[K+].[K+].CI, predict the reaction product. The product is: [Cl:1][C:2]1[CH:18]=[C:17]([Cl:19])[CH:16]=[CH:15][C:3]=1[CH2:4][NH:5][C:6]([C:7]1[CH:12]=[CH:11][C:10](=[O:13])[N:9]([CH3:20])[CH:8]=1)=[O:14]. (4) Given the reactants [CH2:1]([O:3][C:4]([C@@H:6]1[CH2:11][CH2:10][CH2:9][C@H:8](C(O)=O)[CH2:7]1)=[O:5])[CH3:2].C([N:17]([CH2:20]C)CC)C.C1C=CC(P(N=[N+]=[N-])(C2C=CC=CC=2)=[O:29])=CC=1.[CH2:39]([OH:46])[C:40]1[CH:45]=[CH:44][CH:43]=[CH:42][CH:41]=1, predict the reaction product. The product is: [CH2:39]([O:46][C:20]([NH:17][C@H:8]1[CH2:9][CH2:10][CH2:11][C@@H:6]([C:4]([O:3][CH2:1][CH3:2])=[O:5])[CH2:7]1)=[O:29])[C:40]1[CH:45]=[CH:44][CH:43]=[CH:42][CH:41]=1. (5) Given the reactants [CH2:1]([N:4]1[CH:8]=[CH:7][N:6]=[C:5]1[C:9]1[S:10][CH:11]=[CH:12][C:13]=1[C:14]1[CH:19]=[CH:18][C:17]([Cl:20])=[CH:16][C:15]=1[Cl:21])[CH:2]=[CH2:3].C([Li])CCC.CCCCCC.[CH2:33]([Sn:37](Cl)([CH2:42][CH2:43][CH2:44][CH3:45])[CH2:38][CH2:39][CH2:40][CH3:41])[CH2:34][CH2:35][CH3:36], predict the reaction product. The product is: [CH2:1]([N:4]1[CH:8]=[CH:7][N:6]=[C:5]1[C:9]1[S:10][C:11]([Sn:37]([CH2:38][CH2:39][CH2:40][CH3:41])([CH2:42][CH2:43][CH2:44][CH3:45])[CH2:33][CH2:34][CH2:35][CH3:36])=[CH:12][C:13]=1[C:14]1[CH:19]=[CH:18][C:17]([Cl:20])=[CH:16][C:15]=1[Cl:21])[CH:2]=[CH2:3]. (6) Given the reactants [F:1][C:2]([F:18])([F:17])[CH2:3][CH2:4][CH:5]([NH:8][CH:9]([C:11]1[CH:16]=[CH:15][CH:14]=[CH:13][CH:12]=1)[CH3:10])[C:6]#[N:7].[OH:19]S(O)(=O)=O.[NH4+].[OH-].C(Cl)[Cl:27], predict the reaction product. The product is: [ClH:27].[F:1][C:2]([F:17])([F:18])[CH2:3][CH2:4][C@@H:5]([NH:8][C@@H:9]([C:11]1[CH:12]=[CH:13][CH:14]=[CH:15][CH:16]=1)[CH3:10])[C:6]([NH2:7])=[O:19]. (7) Given the reactants [Si]([O:18][CH2:19][C@H:20]1[C@@:24]([CH3:26])([OH:25])[CH:23]=[CH:22][CH2:21]1)(C(C)(C)C)(C1C=CC=CC=1)C1C=CC=CC=1.[F-].C([N+](CCCC)(CCCC)CCCC)CCC, predict the reaction product. The product is: [OH:18][CH2:19][C@H:20]1[C@@:24]([CH3:26])([OH:25])[CH:23]=[CH:22][CH2:21]1.